Dataset: Forward reaction prediction with 1.9M reactions from USPTO patents (1976-2016). Task: Predict the product of the given reaction. (1) Given the reactants [I:1][C:2]1[C:7]([C:8]([OH:10])=O)=[C:6]([O:11][CH3:12])[N:5]=[CH:4][CH:3]=1.Cl.[C:14]1([NH:20][NH2:21])[CH:19]=[CH:18][CH:17]=[CH:16][CH:15]=1.CCN(C(C)C)C(C)C.CCN=C=NCCCN(C)C.Cl.C1C=CC2N(O)N=NC=2C=1, predict the reaction product. The product is: [I:1][C:2]1[C:7]([C:8]([NH:21][NH:20][C:14]2[CH:19]=[CH:18][CH:17]=[CH:16][CH:15]=2)=[O:10])=[C:6]([O:11][CH3:12])[N:5]=[CH:4][CH:3]=1. (2) Given the reactants [OH:1][C:2]1[C:7]2[C@@:8]3([OH:45])[C@@:21]([O:25][CH3:26])([C@H:22]([OH:24])[CH2:23][C:6]=2[CH:5]=[C:4]([CH3:46])[C:3]=1[C:47](O)=[O:48])[C:20](=[O:27])[C:19]1[C:10](=[CH:11][C:12]2[C:13](=[O:43])[C:14]([NH:30][CH:31]4[C@H:36]([O:37][CH3:38])[C@H:35]([OH:39])[C@@H:34]([O:40][CH3:41])[C@H:33]([CH3:42])[O:32]4)=[CH:15][C:16](=[O:29])[C:17]=2[C:18]=1[OH:28])[C:9]3=[O:44].[NH2:50][C:51]1[CH:52]=[N:53][CH:54]=[CH:55][CH:56]=1.O.ON1C2C=CC=CC=2N=N1, predict the reaction product. The product is: [OH:1][C:2]1[C:7]2[C@@:8]3([OH:45])[C@@:21]([O:25][CH3:26])([C@H:22]([OH:24])[CH2:23][C:6]=2[CH:5]=[C:4]([CH3:46])[C:3]=1[C:47]([NH:50][C:51]1[CH:52]=[N:53][CH:54]=[CH:55][CH:56]=1)=[O:48])[C:20](=[O:27])[C:19]1[C:10](=[CH:11][C:12]2[C:13](=[O:43])[C:14]([NH:30][CH:31]4[C@H:36]([O:37][CH3:38])[C@H:35]([OH:39])[C@@H:34]([O:40][CH3:41])[C@H:33]([CH3:42])[O:32]4)=[CH:15][C:16](=[O:29])[C:17]=2[C:18]=1[OH:28])[C:9]3=[O:44].